The task is: Predict the reaction yield, written as a fraction of the theoretical maximum amount of product (1.0 means a 100% yield; for example, 0.34 means a 34% yield).. This data is from Reaction yield outcomes from USPTO patents with 853,638 reactions. (1) The reactants are CS(O[C:6]1[CH:7]=[C:8]([CH:14]=[CH:15][CH:16]=1)[C:9]([O:11][CH2:12][CH3:13])=[O:10])(=O)=O.[F:17][C:18]([F:27])([F:26])[C:19]1[CH:25]=[CH:24][C:22]([NH2:23])=[CH:21][CH:20]=1.C([O-])([O-])=O.[K+].[K+]. The catalyst is CC(O)(C)C. The product is [F:17][C:18]([F:26])([F:27])[C:19]1[CH:20]=[CH:21][C:22]([NH:23][C:6]2[CH:7]=[C:8]([CH:14]=[CH:15][CH:16]=2)[C:9]([O:11][CH2:12][CH3:13])=[O:10])=[CH:24][CH:25]=1. The yield is 0.930. (2) The reactants are [OH:1][N:2]1[C:6](=[O:7])[C:5]2=[CH:8][CH:9]=[CH:10][CH:11]=[C:4]2[C:3]1=[O:12].CCN(CC)CC.Br[CH2:21][CH:22]1[CH2:27][CH2:26][CH2:25][CH2:24][CH2:23]1. The catalyst is CN(C=O)C. The product is [CH:22]1([CH2:21][O:1][N:2]2[C:3](=[O:12])[C:4]3=[CH:11][CH:10]=[CH:9][CH:8]=[C:5]3[C:6]2=[O:7])[CH2:27][CH2:26][CH2:25][CH2:24][CH2:23]1. The yield is 0.530. (3) The reactants are [C:1]([O:5][C:6]([NH:8][C@@H:9]([C@H:21]([CH3:29])[CH2:22][CH:23]([CH3:28])[CH2:24][CH2:25][CH:26]=[CH2:27])[C:10]([N:12]1[CH2:16][C@H:15]([OH:17])[CH2:14][C@H:13]1[C:18](O)=[O:19])=[O:11])=[O:7])([CH3:4])([CH3:3])[CH3:2].CN(C(ON1N=NC2C=CC=NC1=2)=[N+](C)C)C.F[P-](F)(F)(F)(F)F.CCN(C(C)C)C(C)C.Cl.[NH2:64][C@:65]1([C:70]([NH:72][S:73]([C:76]2([CH2:79][F:80])[CH2:78][CH2:77]2)(=[O:75])=[O:74])=[O:71])[CH2:67][C@H:66]1[CH:68]=[CH2:69]. The catalyst is ClCCl. The product is [F:80][CH2:79][C:76]1([S:73]([NH:72][C:70]([C@@:65]2([NH:64][C:18]([C@@H:13]3[CH2:14][C@@H:15]([OH:17])[CH2:16][N:12]3[C:10](=[O:11])[C@@H:9]([NH:8][C:6](=[O:7])[O:5][C:1]([CH3:4])([CH3:2])[CH3:3])[C@H:21]([CH3:29])[CH2:22][CH:23]([CH3:28])[CH2:24][CH2:25][CH:26]=[CH2:27])=[O:19])[CH2:67][C@H:66]2[CH:68]=[CH2:69])=[O:71])(=[O:74])=[O:75])[CH2:77][CH2:78]1. The yield is 0.730. (4) The reactants are [C:1]1([CH2:7][CH2:8][NH:9][CH:10]=O)[CH:6]=[CH:5][CH:4]=[CH:3][CH:2]=1.C(N(CC)CC)C.ClC(Cl)(OC(=O)OC(Cl)(Cl)Cl)Cl.[Se].C(N=C=[Se:41])C1C=CC=CC=1. The catalyst is C(Cl)Cl. The product is [C:1]1([CH2:7][CH2:8][N:9]=[C:10]=[Se:41])[CH:6]=[CH:5][CH:4]=[CH:3][CH:2]=1. The yield is 0.950.